From a dataset of HIV replication inhibition screening data with 41,000+ compounds from the AIDS Antiviral Screen. Binary Classification. Given a drug SMILES string, predict its activity (active/inactive) in a high-throughput screening assay against a specified biological target. (1) The compound is N#CC(=Cn1c(=S)[nH]c2ccccc21)C(N)=O. The result is 0 (inactive). (2) The drug is CCOC(=O)c1c(N)n(-c2ccccc2)c(=S)n(-c2ccccc2)c1=O. The result is 0 (inactive).